Dataset: Reaction yield outcomes from USPTO patents with 853,638 reactions. Task: Predict the reaction yield, written as a fraction of the theoretical maximum amount of product (1.0 means a 100% yield; for example, 0.34 means a 34% yield). (1) The reactants are [C:1]([O:5][CH:6]([C:12]1[C:16](B2OC(C)(C)C(C)(C)O2)=[C:15]([CH3:26])[S:14][C:13]=1[CH3:27])[C:7]([O:9][CH2:10][CH3:11])=[O:8])([CH3:4])([CH3:3])[CH3:2].FC(F)(F)S(O[C:34]1[CH2:39][CH2:38][CH2:37][CH2:36][CH:35]=1)(=O)=O.C(=O)([O-])[O-].[Cs+].[Cs+]. The catalyst is CN(C)C=O.C1C=CC(P(C2C=CC=CC=2)[C-]2C=CC=C2)=CC=1.C1C=CC(P(C2C=CC=CC=2)[C-]2C=CC=C2)=CC=1.Cl[Pd]Cl.[Fe+2]. The product is [C:1]([O:5][CH:6]([C:12]1[C:16]([C:34]2[CH2:39][CH2:38][CH2:37][CH2:36][CH:35]=2)=[C:15]([CH3:26])[S:14][C:13]=1[CH3:27])[C:7]([O:9][CH2:10][CH3:11])=[O:8])([CH3:2])([CH3:3])[CH3:4]. The yield is 0.750. (2) The reactants are [Cl:1][C:2]1[CH:10]=[CH:9][C:5]([C:6](O)=[O:7])=[C:4]([N+:11]([O-:13])=[O:12])[CH:3]=1.O=S(Cl)[Cl:16].Cl. The catalyst is CN(C=O)C. The product is [Cl:1][C:2]1[CH:10]=[CH:9][C:5]([C:6]([Cl:16])=[O:7])=[C:4]([N+:11]([O-:13])=[O:12])[CH:3]=1. The yield is 1.00.